Dataset: Forward reaction prediction with 1.9M reactions from USPTO patents (1976-2016). Task: Predict the product of the given reaction. (1) Given the reactants [CH3:1][C:2]1[C:6]([CH3:8])([CH3:7])[C:5]2[C:9]3[C:14]([CH:15]=[CH:16][C:4]=2[N:3]=1)=[CH:13][CH:12]=[CH:11][CH:10]=3.[CH2:17]1[CH2:24][O:23][S:20](=[O:22])(=[O:21])[CH2:19][CH2:18]1, predict the reaction product. The product is: [CH3:8][C:6]1([CH3:7])[C:5]2[C:9]3[CH:10]=[CH:11][CH:12]=[CH:13][C:14]=3[CH:15]=[CH:16][C:4]=2[N+:3]([CH2:24][CH2:17][CH2:18][CH2:19][S:20]([O-:23])(=[O:22])=[O:21])=[C:2]1[CH3:1]. (2) Given the reactants [CH3:1][N:2]([C:10]([CH3:16])([CH2:12][CH2:13][CH:14]=O)[CH3:11])[C:3](=[O:9])[O:4][C:5]([CH3:8])([CH3:7])[CH3:6].[N+](=[C:19](P(=O)(OC)OC)C(=O)C)=[N-].C([O-])([O-])=O.[K+].[K+], predict the reaction product. The product is: [CH3:1][N:2]([C:10]([CH3:16])([CH2:12][CH2:13][C:14]#[CH:19])[CH3:11])[C:3](=[O:9])[O:4][C:5]([CH3:8])([CH3:7])[CH3:6]. (3) Given the reactants C(Cl)CCl.C1C=CC2N(O)N=NC=2C=1.C(N1CCOCC1)C.[N:23]1[CH:28]=[CH:27][C:26]([NH2:29])=[CH:25][N:24]=1.[F:30][C:31]1[CH:32]=[C:33]([CH2:38][O:39][C:40]2[CH:48]=[CH:47][C:46]([CH:49]=[O:50])=[CH:45][C:41]=2[C:42](O)=[O:43])[CH:34]=[CH:35][C:36]=1[F:37], predict the reaction product. The product is: [F:30][C:31]1[CH:32]=[C:33]([CH2:38][O:39][C:40]2[CH:48]=[CH:47][C:46]([CH:49]=[O:50])=[CH:45][C:41]=2[C:42]([NH:29][C:26]2[CH:27]=[CH:28][N:23]=[N:24][CH:25]=2)=[O:43])[CH:34]=[CH:35][C:36]=1[F:37]. (4) Given the reactants [CH3:1][C:2]1[NH:3][C:4](=[O:26])[C:5]([CH2:11][C:12]2[CH:17]=[CH:16][C:15]([C:18]3[C:19]([C:24]#[N:25])=[CH:20][CH:21]=[CH:22][CH:23]=3)=[CH:14][CH:13]=2)=[C:6]([CH2:8][CH2:9][CH3:10])[N:7]=1.[CH3:27][C:28]1([CH3:40])[CH2:32][C:31]2[CH:33]=[C:34](B(O)O)[CH:35]=[CH:36][C:30]=2[O:29]1.C(N(CC)CC)C.N1C=CC=CC=1, predict the reaction product. The product is: [CH3:27][C:28]1([CH3:40])[CH2:32][C:31]2[CH:33]=[C:34]([N:3]3[C:4](=[O:26])[C:5]([CH2:11][C:12]4[CH:17]=[CH:16][C:15]([C:18]5[C:19]([C:24]#[N:25])=[CH:20][CH:21]=[CH:22][CH:23]=5)=[CH:14][CH:13]=4)=[C:6]([CH2:8][CH2:9][CH3:10])[N:7]=[C:2]3[CH3:1])[CH:35]=[CH:36][C:30]=2[O:29]1. (5) Given the reactants [C:1]([O:5][C:6]([N:8]1[CH2:13][CH2:12][N:11]([C:14]([O:16][C:17]([CH3:20])([CH3:19])[CH3:18])=[O:15])[CH2:10][CH:9]1[CH2:21][CH:22]=[CH:23][C:24]1[S:25][CH:26]=[CH:27][CH:28]=1)=[O:7])([CH3:4])([CH3:3])[CH3:2], predict the reaction product. The product is: [C:1]([O:5][C:6]([N:8]1[CH2:13][CH2:12][N:11]([C:14]([O:16][C:17]([CH3:18])([CH3:19])[CH3:20])=[O:15])[CH2:10][CH:9]1[CH2:21][CH2:22][CH2:23][C:24]1[S:25][CH:26]=[CH:27][CH:28]=1)=[O:7])([CH3:2])([CH3:3])[CH3:4].